Dataset: Forward reaction prediction with 1.9M reactions from USPTO patents (1976-2016). Task: Predict the product of the given reaction. Given the reactants N([O-])=O.[Na+].N[C:6]1[CH:15]=[C:14]2[C:9]([CH2:10][CH2:11][C:12](=[O:16])[NH:13]2)=[CH:8][CH:7]=1.[ClH:17].[S:18](=[O:20])=[O:19], predict the reaction product. The product is: [O:16]=[C:12]1[CH2:11][CH2:10][C:9]2[C:14](=[CH:15][C:6]([S:18]([Cl:17])(=[O:20])=[O:19])=[CH:7][CH:8]=2)[NH:13]1.